From a dataset of Catalyst prediction with 721,799 reactions and 888 catalyst types from USPTO. Predict which catalyst facilitates the given reaction. (1) Reactant: Br[C:2]1[CH:3]=[C:4]([C:13]([CH3:16])([CH3:15])[CH3:14])[C:5]2[O:9][CH2:8][C:7]([CH3:11])([CH3:10])[C:6]=2[CH:12]=1.C([Li])(C)(C)C.CCCCC.[B:27](OC)([O:30]C)[O:28]C. Product: [CH3:10][C:7]1([CH3:11])[C:6]2[CH:12]=[C:2]([B:27]([OH:30])[OH:28])[CH:3]=[C:4]([C:13]([CH3:16])([CH3:15])[CH3:14])[C:5]=2[O:9][CH2:8]1. The catalyst class is: 7. (2) Reactant: [O:1]1[CH2:6][CH:5]=[C:4]([C:7]2[C:8]([O:21][CH:22]3[CH2:25][N:24]([C:26]4[CH:35]=[CH:34][C:33]5[C:28](=[CH:29][CH:30]=[CH:31][CH:32]=5)[N:27]=4)[CH2:23]3)=[N:9][C:10]([N:13]3[CH2:18][CH2:17][CH:16]([CH2:19][OH:20])[CH2:15][CH2:14]3)=[N:11][CH:12]=2)[CH2:3][CH2:2]1. Product: [N:27]1[C:28]2[C:33](=[CH:32][CH:31]=[CH:30][CH:29]=2)[CH:34]=[CH:35][C:26]=1[N:24]1[CH2:25][CH:22]([O:21][C:8]2[C:7]([CH:4]3[CH2:3][CH2:2][O:1][CH2:6][CH2:5]3)=[CH:12][N:11]=[C:10]([N:13]3[CH2:18][CH2:17][CH:16]([CH2:19][OH:20])[CH2:15][CH2:14]3)[N:9]=2)[CH2:23]1. The catalyst class is: 19. (3) The catalyst class is: 11. Product: [CH3:10][N:9]([CH3:11])[C:7]1[CH:8]=[CH:12][NH:5][C:4](=[S:6])[C:3]=1[C:1]#[N:2]. Reactant: [C:1](/[C:3](=[C:7](/[N:9]([CH3:11])[CH3:10])\[CH3:8])/[C:4](=[S:6])[NH2:5])#[N:2].[CH3:12]OC(OC)N(C)C. (4) Reactant: [NH:1]1[CH2:6][CH2:5][CH:4]([N:7]2[C:11]3=[C:12]4[S:18][CH:17]=[CH:16][C:13]4=[N:14][CH:15]=[C:10]3[N:9]=[C:8]2[C@H:19]([OH:21])[CH3:20])[CH2:3][CH2:2]1.[F:22][C:23]([F:29])([F:28])[CH2:24][CH2:25][CH:26]=O.C(O[BH-](OC(=O)C)OC(=O)C)(=O)C.C[N+](C)(C)C. Product: [F:22][C:23]([F:29])([F:28])[CH2:24][CH2:25][CH2:26][N:1]1[CH2:6][CH2:5][CH:4]([N:7]2[C:11]3=[C:12]4[S:18][CH:17]=[CH:16][C:13]4=[N:14][CH:15]=[C:10]3[N:9]=[C:8]2[C@H:19]([OH:21])[CH3:20])[CH2:3][CH2:2]1. The catalyst class is: 306.